From a dataset of Forward reaction prediction with 1.9M reactions from USPTO patents (1976-2016). Predict the product of the given reaction. (1) Given the reactants [C:1]([O:5][C:6]([N:8]1[CH2:20][C@@H:19]([CH3:21])[N:18]2[C@H:10]([CH2:11][C:12]3[C:17]2=[N:16][C:15]([CH2:22][OH:23])=[CH:14][CH:13]=3)[CH2:9]1)=[O:7])([CH3:4])([CH3:3])[CH3:2], predict the reaction product. The product is: [C:1]([O:5][C:6]([N:8]1[CH2:20][C@@H:19]([CH3:21])[N:18]2[C@H:10]([CH2:11][C:12]3[C:17]2=[N:16][C:15]([CH:22]=[O:23])=[CH:14][CH:13]=3)[CH2:9]1)=[O:7])([CH3:3])([CH3:2])[CH3:4]. (2) Given the reactants I[C:2]1[CH:6]=[CH:5][O:4][N:3]=1.[SiH3:7][O:8][SiH3:9].[CH3:10][N:11](C=O)C, predict the reaction product. The product is: [C:10]([C:2]1[CH:6]=[CH:5][O:4][N:3]=1)#[N:11].[SiH3:7][O:8][SiH3:9]. (3) Given the reactants [CH3:1][O:2][C:3]1[CH:8]=[C:7](F)[CH:6]=[CH:5][C:4]=1[N+:10]([O-:12])=[O:11].C([O-])([O-])=O.[K+].[K+].CS(C)=O.[CH3:23][CH:24]([C@H:26]1[CH2:31][NH:30][CH2:29][CH2:28][N:27]1[C:32]([O:34][C:35]([CH3:38])([CH3:37])[CH3:36])=[O:33])[CH3:25], predict the reaction product. The product is: [CH3:25][CH:24]([C@H:26]1[CH2:31][N:30]([C:7]2[CH:6]=[CH:5][C:4]([N+:10]([O-:12])=[O:11])=[C:3]([O:2][CH3:1])[CH:8]=2)[CH2:29][CH2:28][N:27]1[C:32]([O:34][C:35]([CH3:37])([CH3:36])[CH3:38])=[O:33])[CH3:23]. (4) The product is: [Cl:1][CH2:2][C:3]1[CH:11]=[CH:10][C:6]([C:7]([NH:12][C:13]2[CH:14]=[CH:15][C:16]([CH3:32])=[C:17]([NH:19][C:20](=[O:31])[C:21]3[CH:26]=[CH:25][C:24]([O:27][CH3:28])=[C:23]([O:29][CH3:30])[CH:22]=3)[CH:18]=2)=[O:8])=[CH:5][CH:4]=1. Given the reactants [Cl:1][CH2:2][C:3]1[CH:11]=[CH:10][C:6]([C:7](Cl)=[O:8])=[CH:5][CH:4]=1.[NH2:12][C:13]1[CH:14]=[CH:15][C:16]([CH3:32])=[C:17]([NH:19][C:20](=[O:31])[C:21]2[CH:26]=[CH:25][C:24]([O:27][CH3:28])=[C:23]([O:29][CH3:30])[CH:22]=2)[CH:18]=1.C(N(CC)CC)C.Cl, predict the reaction product. (5) The product is: [OH:27][C:24]1[CH:25]=[CH:26][C:21]([CH:14]([C:10]2[N:9]([CH3:8])[CH:13]=[CH:12][N:11]=2)[CH2:15][C:16]([O:18][CH2:19][CH3:20])=[O:17])=[CH:22][CH:23]=1. Given the reactants FC(F)(F)C(O)=O.[CH3:8][N:9]1[CH:13]=[CH:12][N:11]=[C:10]1[CH:14]([C:21]1[CH:26]=[CH:25][C:24]([O:27]C2CCCCO2)=[CH:23][CH:22]=1)[CH2:15][C:16]([O:18][CH2:19][CH3:20])=[O:17], predict the reaction product. (6) Given the reactants C([O:8][C:9]1[CH:14]=[C:13](/[CH:15]=[CH:16]/[C:17]([O:19][CH3:20])=[O:18])[CH:12]=[CH:11][C:10]=1[C:21]1[CH:26]=[CH:25][CH:24]=[C:23]([N:27]([CH3:36])[C:28]([NH:30][CH2:31][CH2:32][CH2:33][CH2:34][CH3:35])=[O:29])[CH:22]=1)C1C=CC=CC=1, predict the reaction product. The product is: [OH:8][C:9]1[CH:14]=[C:13]([CH2:15][CH2:16][C:17]([O:19][CH3:20])=[O:18])[CH:12]=[CH:11][C:10]=1[C:21]1[CH:26]=[CH:25][CH:24]=[C:23]([N:27]([CH3:36])[C:28]([NH:30][CH2:31][CH2:32][CH2:33][CH2:34][CH3:35])=[O:29])[CH:22]=1. (7) Given the reactants [Cl:1][C:2]1[C:3](Cl)=[N:4][CH:5]=[C:6]([CH:10]=1)[C:7]([OH:9])=[O:8].[Cl:12][C:13]1[CH:19]=[CH:18][C:16]([NH2:17])=[CH:15][CH:14]=1.C(OCC)(=O)C, predict the reaction product. The product is: [Cl:1][C:2]1[C:3]([NH:17][C:16]2[CH:18]=[CH:19][C:13]([Cl:12])=[CH:14][CH:15]=2)=[N:4][CH:5]=[C:6]([CH:10]=1)[C:7]([OH:9])=[O:8].